Dataset: Experimentally validated miRNA-target interactions with 360,000+ pairs, plus equal number of negative samples. Task: Binary Classification. Given a miRNA mature sequence and a target amino acid sequence, predict their likelihood of interaction. (1) The miRNA is mmu-miR-466d-5p with sequence UGUGUGUGCGUACAUGUACAUG. The protein sequence of the target gene is MATGGGPFEDGMNDQDLPNWSNENVDDRLNNMDWGAQQKKANRSSEKNKKKFGVESDKRVTNDISPESSPGVGRRRTKTPHTFPHSRYMSQMSVPEQAELEKLKQRINFSDLDQRSIGSDSQGRATAANNKRQLSENRKPFNFLPMQINTNKSKDASTNPPNRETIGSAQCKELFASALSNDLLQNCQVSEEDGRGEPAMESSQIVSRLVQIRDYITKASSMREDLVEKNERSANVERLTHLIDHLKEQEKSYMKFLKKILARDPQQEPMEEIENLKKQHDLLKRMLQQQEQLRALQGRQ.... Result: 0 (no interaction). (2) The miRNA is hsa-miR-4653-5p with sequence UCUCUGAGCAAGGCUUAACACC. The protein sequence of the target gene is MALWRGSACAGFLALAVGCVFLLEPELPGTALRSLWSSLRLGPAPVPVGPLSPESRLAAAWDALIAQPARRWRRVAVGVNACVDVVISGVKLLQALGLSPGSGKDHAILHSRSDLEEAFLYFMGKGAAAERFFSDKETFHDIAQAASEFPGAQHYVGGNAALIGQRFAANTDLKVLLCGPIGPKLHELLDDNVFVPPESLQEEDEFHLILEYLAGEEWGPFKAPHANRFIFSHDLSNGAMNMLEVFVSSLEEFQPDLVVLSGLHMMEGQSKELQRKRLLEVVTAISDIPTGIPVHLELAS.... Result: 0 (no interaction). (3) The miRNA is mmu-miR-34c-5p with sequence AGGCAGUGUAGUUAGCUGAUUGC. The protein sequence of the target gene is MPVFHTRTIESILEPVAQQISHLVIMHEEGEVDGKAIPDLTAPVAAVQAAVSNLVRVGKETVQTTEDQILKRDMPPAFIKVENACTKLVQAAQMLQSDPYSVPARDYLIDGSRGILSGTSDLLLTFDEAEVRKIIRVCKGILEYLTVAEVVETMEDLVTYTKNLGPGMTKMAKMIDERQQELTHQEHRVMLVNSMNTVKELLPVLISAMKIFVTTKNSKNQGIEEALKNRNFTVEKMSAEINEIIRVLQLTSWDEDAWASKDTEAMKRALASIDSKLNQAKGWLRDPNASPGDAGEQAIR.... Result: 1 (interaction). (4) The miRNA is hsa-miR-5089-5p with sequence GUGGGAUUUCUGAGUAGCAUC. The protein sequence of the target gene is MGSLKEELLKAIWHAFTALDQDHSGKVSKSQLKVLSHNLCTVLKVPHDPVALEEHFRDDDEGPVSNQGYMPYLNRFILEKVQDNFDKIEFNRMCWTLCVKKNLTKNPLLITEEDAFKIWVIFNFLSEDKYPLIIVSEEIEYLLKKLTEAMGGGWQQEQFEHYKINFDDSKNGLSAWELIELIGNGQFSKGMDRQTVSMAINEVFNELILDVLKQGYMMKKGHRRKNWTERWFVLKPNIISYYVSEDLKDKKGDILLDENCCVESLPDKDGKKCLFLVKCFDKTFEISASDKKKKQEWIQA.... Result: 0 (no interaction). (5) The miRNA is hsa-miR-582-3p with sequence UAACUGGUUGAACAACUGAACC. The protein sequence of the target gene is MAKRPGPPGSREMGLLTFRDIAIEFSLAEWQCLDHAQQNLYRDVMLENYRNLVSLGIAVSKPDLITCLEQNKEPQNIKRNEMVAKHPVTCSHFTQDLQSEQGIKDSLQKVILRRYGKCGQEDLQVKKCCKSVGECEVHKGGYNYVNQCLSATQNKTFQTHKCVKVFGKFSNSNRHKTRHTGKKHFKCKNDGKSFCMLSRLNQHQIIHTREKSYKCEECGKSFNCSSTLTRHKRIHTGEKPYRCEECGKAFSWSASLTKHKRIHTGEKPYTCEERGKVFSRSTLTNYKRIHTGEKPYTCEE.... Result: 1 (interaction). (6) The miRNA is hsa-miR-3180 with sequence UGGGGCGGAGCUUCCGGAG. The protein sequence of the target gene is MEGSGEQPGPQPQHPGDHRIRDGDFVVLKREDVFKAVQVQRRKKVTFEKQWFYLDNVIGHSYGTAFEVTSGGSLQPKKKREEPTAETKEAGTDNRNIVDDGKSQKLTQDDIKALKDKGIKGEEIVQQLIENSTTFRDKTEFAQDKYIKKKKKKYEAIITVVKPSTRILSIMYYAREPGKINHMRYDTLAQMLTLGNIRAGNKMIVMETCAGLVLGAMMERMGGFGSIIQLYPGGGPVRAATACFGFPKSFLSGLYEFPLNKVDSLLHGTFSAKMLSSEPKDSALVEESNGTLEEKQASEQ.... Result: 0 (no interaction).